From a dataset of Catalyst prediction with 721,799 reactions and 888 catalyst types from USPTO. Predict which catalyst facilitates the given reaction. Reactant: I[C:2]1[N:6]([CH2:7][CH:8]([CH3:10])[CH3:9])[CH:5]=[N:4][C:3]=1[C:11]#[N:12].O.Cl.[NH2:15][C:16]1[CH:21]=[CH:20][CH:19]=[CH:18][C:17]=1B(O)O.C(=O)([O-])[O-].[K+].[K+]. Product: [NH2:15][C:16]1[CH:21]=[CH:20][CH:19]=[CH:18][C:17]=1[C:2]1[N:6]([CH2:7][CH:8]([CH3:10])[CH3:9])[CH:5]=[N:4][C:3]=1[C:11]#[N:12]. The catalyst class is: 628.